This data is from Full USPTO retrosynthesis dataset with 1.9M reactions from patents (1976-2016). The task is: Predict the reactants needed to synthesize the given product. (1) The reactants are: [F:1][C:2]([F:10])([F:9])[C:3]1([CH2:6][CH2:7][OH:8])[CH2:5][CH2:4]1.[Cl:11][C:12]1[N:17]=[C:16]([CH2:18][N:19]2[C:27](=[O:28])[C:26]3[C:21](=[CH:22][CH:23]=[CH:24][CH:25]=3)[C:20]2=[O:29])[CH:15]=[C:14](Cl)[N:13]=1.CC1(C)C2C(=C(P(C3C=CC=CC=3)C3C=CC=CC=3)C=CC=2)OC2C(P(C3C=CC=CC=3)C3C=CC=CC=3)=CC=CC1=2.C([O-])([O-])=O.[Cs+].[Cs+]. Given the product [Cl:11][C:12]1[N:17]=[C:16]([CH2:18][N:19]2[C:27](=[O:28])[C:26]3[C:21](=[CH:22][CH:23]=[CH:24][CH:25]=3)[C:20]2=[O:29])[CH:15]=[C:14]([O:8][CH2:7][CH2:6][C:3]2([C:2]([F:10])([F:9])[F:1])[CH2:5][CH2:4]2)[N:13]=1, predict the reactants needed to synthesize it. (2) Given the product [Cl:28][C:29]1[CH:34]=[C:33]([C:2]2[CH:3]=[C:4]3[C:9](=[CH:10][CH:11]=2)[N:8]=[CH:7][C:6]([C:12](=[O:16])[CH2:13][CH2:14][CH3:15])=[C:5]3[NH:17][C:18]2[CH:23]=[CH:22][C:21]([CH2:24][N:25]([CH3:26])[CH3:27])=[CH:20][CH:19]=2)[CH:32]=[C:31]([Cl:44])[C:30]=1[OH:45], predict the reactants needed to synthesize it. The reactants are: Br[C:2]1[CH:3]=[C:4]2[C:9](=[CH:10][CH:11]=1)[N:8]=[CH:7][C:6]([C:12](=[O:16])[CH2:13][CH2:14][CH3:15])=[C:5]2[NH:17][C:18]1[CH:23]=[CH:22][C:21]([CH2:24][N:25]([CH3:27])[CH3:26])=[CH:20][CH:19]=1.[Cl:28][C:29]1[CH:34]=[C:33](B2OC(C)(C)C(C)(C)O2)[CH:32]=[C:31]([Cl:44])[C:30]=1[OH:45]. (3) Given the product [CH3:27][O:28][C:29]1[C:36]([O:37][CH3:38])=[C:35]([O:39][CH3:40])[CH:34]=[CH:33][C:30]=1/[CH:31]=[CH:7]/[CH2:6][CH2:5][C:2]([OH:4])=[O:3], predict the reactants needed to synthesize it. The reactants are: [Br-].[C:2]([CH2:5][CH2:6][CH2:7][P+](C1C=CC=CC=1)(C1C=CC=CC=1)C1C=CC=CC=1)([OH:4])=[O:3].[CH3:27][O:28][C:29]1[C:36]([O:37][CH3:38])=[C:35]([O:39][CH3:40])[CH:34]=[CH:33][C:30]=1[CH:31]=O. (4) Given the product [Br:1][C:2]1[CH:11]=[C:10]2[C:5]([CH:6]=[CH:7][C:8](=[O:20])[N:9]2[C:12]2[C:17]([Cl:18])=[CH:16][CH:15]=[CH:14][C:13]=2[Cl:19])=[C:4]([C:21]2[CH:26]=[CH:25][C:24]([F:27])=[CH:23][C:22]=2[Cl:28])[N:3]=1, predict the reactants needed to synthesize it. The reactants are: [Br:1][C:2]1[CH:11]=[C:10]2[C:5]([CH2:6][CH2:7][C:8](=[O:20])[N:9]2[C:12]2[C:17]([Cl:18])=[CH:16][CH:15]=[CH:14][C:13]=2[Cl:19])=[C:4]([C:21]2[CH:26]=[CH:25][C:24]([F:27])=[CH:23][C:22]=2[Cl:28])[N:3]=1.BrN1C(=O)CCC1=O.N(C(C)(C)C#N)=NC(C)(C)C#N.N12CCCN=C1CCCCC2.